Dataset: Full USPTO retrosynthesis dataset with 1.9M reactions from patents (1976-2016). Task: Predict the reactants needed to synthesize the given product. (1) Given the product [C:26]([O:32][CH2:33][N:17]1[C:16](=[O:25])[C:15]2[C:20](=[CH:21][C:22]([CH3:23])=[C:13]([CH2:12][O:11][C:8](=[O:10])[CH3:9])[CH:14]=2)[N:19]=[C:18]1[CH3:24])(=[O:31])[C:27]([CH3:30])([CH3:29])[CH3:28], predict the reactants needed to synthesize it. The reactants are: C(=O)([O-])[O-].[K+].[K+].Cl.[C:8]([O:11][CH2:12][C:13]1[CH:14]=[C:15]2[C:20](=[CH:21][C:22]=1[CH3:23])[N:19]=[C:18]([CH3:24])[NH:17][C:16]2=[O:25])(=[O:10])[CH3:9].[C:26]([O:32][CH2:33]Cl)(=[O:31])[C:27]([CH3:30])([CH3:29])[CH3:28].O. (2) Given the product [ClH:1].[Cl:43][C:44]1[N:45]2[C:46](=[N:64][C:65]3[C:66]([C:67]2=[O:69])=[C:70]([F:74])[CH:71]=[CH:72][CH:73]=3)[C:47]2[CH:52]=[C:51]([CH3:53])[N:50]([S:54]([C:57]3[CH:62]=[CH:61][C:60]([CH3:63])=[CH:59][CH:58]=3)(=[O:56])=[O:55])[C:48]=2[N:49]=1, predict the reactants needed to synthesize it. The reactants are: [Cl:1]C1N=C(Cl)C2C(C)=CN(S(C3C=CC(C)=CC=3)(=O)=O)C=2N=1.NC1C=CC=C(F)C=1C(O)=O.C(N(C(C)C)CC)(C)C.[Cl:43][C:44]1[N:45]=[C:46]([NH:64][C:65]2[CH:73]=[CH:72][CH:71]=[C:70]([F:74])[C:66]=2[C:67]([OH:69])=O)[C:47]2[CH:52]=[C:51]([CH3:53])[N:50]([S:54]([C:57]3[CH:62]=[CH:61][C:60]([CH3:63])=[CH:59][CH:58]=3)(=[O:56])=[O:55])[C:48]=2[N:49]=1.C(Cl)(=O)C(Cl)=O.ClCCl.